The task is: Regression. Given a peptide amino acid sequence and an MHC pseudo amino acid sequence, predict their binding affinity value. This is MHC class II binding data.. This data is from Peptide-MHC class II binding affinity with 134,281 pairs from IEDB. (1) The peptide sequence is CNANPGLMKDVAKVF. The MHC is HLA-DQA10201-DQB10202 with pseudo-sequence HLA-DQA10201-DQB10202. The binding affinity (normalized) is 0.0585. (2) The peptide sequence is ELRKTYNLLDAVSRH. The binding affinity (normalized) is 0.476. The MHC is DRB1_1501 with pseudo-sequence DRB1_1501. (3) The peptide sequence is LDVVKLLYNEQFAVQ. The MHC is DRB4_0101 with pseudo-sequence DRB4_0103. The binding affinity (normalized) is 0.383. (4) The peptide sequence is GVIYIMIISKKMMRK. The MHC is DRB1_1501 with pseudo-sequence DRB1_1501. The binding affinity (normalized) is 0.524. (5) The peptide sequence is SWIQSIPFVHLGHRD. The MHC is HLA-DQA10201-DQB10202 with pseudo-sequence HLA-DQA10201-DQB10202. The binding affinity (normalized) is 0. (6) The binding affinity (normalized) is 0.128. The MHC is DRB3_0101 with pseudo-sequence DRB3_0101. The peptide sequence is IGNGGPCLFMRTVSH. (7) The peptide sequence is KDKFLANVSTVLTGK. The MHC is DRB1_0405 with pseudo-sequence DRB1_0405. The binding affinity (normalized) is 0.153.